This data is from Catalyst prediction with 721,799 reactions and 888 catalyst types from USPTO. The task is: Predict which catalyst facilitates the given reaction. (1) Reactant: Br[C:2]1[CH:7]=[CH:6][C:5]([C:8]2[S:9][C:10]3[CH:16]=[CH:15][CH:14]=[CH:13][C:11]=3[N:12]=2)=[CH:4][CH:3]=1.C([Li])CCC.[C:22]1([C:28]2[C:41]3[C:32](=[C:33]4[C:38](=[CH:39][CH:40]=3)[C:37]([C:42]3[CH:47]=[CH:46][CH:45]=[CH:44][CH:43]=3)=[CH:36][CH:35]=[N:34]4)[N:31]=[CH:30][CH:29]=2)[CH:27]=[CH:26][CH:25]=[CH:24][CH:23]=1.O. Product: [S:9]1[C:10]2[CH:16]=[CH:15][CH:14]=[CH:13][C:11]=2[N:12]=[C:8]1[C:5]1[CH:6]=[CH:7][C:2]([C:35]2[CH:36]=[C:37]([C:42]3[CH:47]=[CH:46][CH:45]=[CH:44][CH:43]=3)[C:38]3[C:33](=[C:32]4[C:41](=[CH:40][CH:39]=3)[C:28]([C:22]3[CH:23]=[CH:24][CH:25]=[CH:26][CH:27]=3)=[CH:29][CH:30]=[N:31]4)[N:34]=2)=[CH:3][CH:4]=1. The catalyst class is: 1. (2) Reactant: [N:1]1([C:6]2[CH:11]=[CH:10][N:9]=[C:8]([CH2:12]O)[CH:7]=2)[CH:5]=[CH:4][CH:3]=[CH:2]1.S(Cl)([Cl:16])=O.O. Product: [Cl:16][CH2:12][C:8]1[CH:7]=[C:6]([N:1]2[CH:5]=[CH:4][CH:3]=[CH:2]2)[CH:11]=[CH:10][N:9]=1. The catalyst class is: 4. (3) Reactant: [OH:1][C:2]1[CH:7]=[CH:6][C:5]([CH2:8][CH2:9][OH:10])=[CH:4][CH:3]=1.C(N(CC)CC)C.[CH3:18][S:19](Cl)(=[O:21])=[O:20]. Product: [CH3:18][S:19]([O:10][CH2:9][CH2:8][C:5]1[CH:6]=[CH:7][C:2]([O:1][S:19]([CH3:18])(=[O:21])=[O:20])=[CH:3][CH:4]=1)(=[O:21])=[O:20]. The catalyst class is: 2. (4) Product: [ClH:34].[N:3]12[CH2:8][CH2:7][CH:6]([CH2:9][CH2:10]1)[CH:5]([NH:11][C:12]([C:14]1[S:15][C:16]3[CH:22]=[CH:21][C:20]([NH:23][C:31](=[O:33])[CH3:32])=[CH:19][C:17]=3[CH:18]=1)=[O:13])[CH2:4]2. The catalyst class is: 3. Reactant: Cl.Cl.[N:3]12[CH2:10][CH2:9][CH:6]([CH2:7][CH2:8]1)[CH:5]([NH:11][C:12]([C:14]1[S:15][C:16]3[CH:22]=[CH:21][C:20]([NH2:23])=[CH:19][C:17]=3[CH:18]=1)=[O:13])[CH2:4]2.C(N(CC)CC)C.[C:31]([Cl:34])(=[O:33])[CH3:32].